From a dataset of TCR-epitope binding with 47,182 pairs between 192 epitopes and 23,139 TCRs. Binary Classification. Given a T-cell receptor sequence (or CDR3 region) and an epitope sequence, predict whether binding occurs between them. (1) The epitope is SEVGPEHSLAEY. The TCR CDR3 sequence is CASSQTGVGALSYEQYF. Result: 1 (the TCR binds to the epitope). (2) The epitope is FLNGSCGSV. The TCR CDR3 sequence is CASSYVGGYGYTF. Result: 0 (the TCR does not bind to the epitope). (3) The epitope is KLVALGINAV. The TCR CDR3 sequence is CASSILQGADTQYF. Result: 0 (the TCR does not bind to the epitope). (4) The epitope is TVYDPLQPELDSFK. The TCR CDR3 sequence is CASSLTAATGELFF. Result: 1 (the TCR binds to the epitope). (5) The epitope is QECVRGTTVL. The TCR CDR3 sequence is CASSLPGGETQYF. Result: 0 (the TCR does not bind to the epitope). (6) The epitope is TLVPQEHYV. The TCR CDR3 sequence is CASSQDIGSLYEQYF. Result: 1 (the TCR binds to the epitope).